From a dataset of Catalyst prediction with 721,799 reactions and 888 catalyst types from USPTO. Predict which catalyst facilitates the given reaction. (1) Reactant: [F:1][C:2]1[CH:7]=[CH:6][C:5]([C:8]2[N:9]=[C:10]([CH:14]3[CH2:19][CH2:18][NH:17][CH2:16][CH2:15]3)[N:11]([CH3:13])[CH:12]=2)=[CH:4][C:3]=1[C:20]([F:23])([F:22])[F:21].Cl[C:25]1[N:30]=[CH:29][N:28]=[C:27]([NH2:31])[C:26]=1[O:32][CH3:33].C(=O)([O-])[O-].[K+].[K+]. Product: [F:1][C:2]1[CH:7]=[CH:6][C:5]([C:8]2[N:9]=[C:10]([CH:14]3[CH2:19][CH2:18][N:17]([C:25]4[N:30]=[CH:29][N:28]=[C:27]([NH2:31])[C:26]=4[O:32][CH3:33])[CH2:16][CH2:15]3)[N:11]([CH3:13])[CH:12]=2)=[CH:4][C:3]=1[C:20]([F:21])([F:22])[F:23]. The catalyst class is: 16. (2) Reactant: C(N(CC)CC)C.[CH2:8]([O:10][C:11](=[O:25])[CH:12]([NH2:24])[CH2:13][C:14]1[C:22]2[C:17](=[CH:18][CH:19]=[C:20]([Br:23])[CH:21]=2)[NH:16][CH:15]=1)[CH3:9].[CH2:26]([O:30][C:31]1[CH:36]=[CH:35][C:34]([S:37](Cl)(=[O:39])=[O:38])=[CH:33][CH:32]=1)[C:27]#[C:28][CH3:29]. Product: [CH2:8]([O:10][C:11](=[O:25])[CH:12]([NH:24][S:37]([C:34]1[CH:33]=[CH:32][C:31]([O:30][CH2:26][C:27]#[C:28][CH3:29])=[CH:36][CH:35]=1)(=[O:39])=[O:38])[CH2:13][C:14]1[C:22]2[C:17](=[CH:18][CH:19]=[C:20]([Br:23])[CH:21]=2)[NH:16][CH:15]=1)[CH3:9]. The catalyst class is: 127. (3) Reactant: [Cl:1][C:2]1[CH:42]=[CH:41][C:5]([CH2:6][NH:7][C:8]([C:10]2[C:11](=[O:40])[C:12]3[CH:28]=[C:27]([CH2:29][N:30]([CH2:32][C@H:33]([C:35]4[O:36][CH:37]=[CH:38][CH:39]=4)[OH:34])[CH3:31])[S:26][C:13]=3[N:14]([CH2:16][CH2:17][CH2:18][O:19]C3CCCCO3)[CH:15]=2)=[O:9])=[CH:4][CH:3]=1.Cl(O)(=O)(=O)=O.C([O-])(O)=O.[Na+]. Product: [Cl:1][C:2]1[CH:3]=[CH:4][C:5]([CH2:6][NH:7][C:8]([C:10]2[C:11](=[O:40])[C:12]3[CH:28]=[C:27]([CH2:29][N:30]([CH2:32][C@H:33]([C:35]4[O:36][CH:37]=[CH:38][CH:39]=4)[OH:34])[CH3:31])[S:26][C:13]=3[N:14]([CH2:16][CH2:17][CH2:18][OH:19])[CH:15]=2)=[O:9])=[CH:41][CH:42]=1. The catalyst class is: 20.